Task: Regression. Given two drug SMILES strings and cell line genomic features, predict the synergy score measuring deviation from expected non-interaction effect.. Dataset: NCI-60 drug combinations with 297,098 pairs across 59 cell lines Drug 1: COC1=CC(=CC(=C1O)OC)C2C3C(COC3=O)C(C4=CC5=C(C=C24)OCO5)OC6C(C(C7C(O6)COC(O7)C8=CC=CS8)O)O. Drug 2: C1=NC2=C(N=C(N=C2N1C3C(C(C(O3)CO)O)O)F)N. Cell line: SF-295. Synergy scores: CSS=47.0, Synergy_ZIP=-0.0236, Synergy_Bliss=0.806, Synergy_Loewe=-37.0, Synergy_HSA=0.766.